From a dataset of Full USPTO retrosynthesis dataset with 1.9M reactions from patents (1976-2016). Predict the reactants needed to synthesize the given product. Given the product [Br:30][C:28]1[CH:27]=[N:26][CH:25]=[C:24]([C:31]([CH3:33])=[CH2:32])[CH:29]=1, predict the reactants needed to synthesize it. The reactants are: O.C([O-])(=O)C.[K+].O.O.O.O.O.O.O.O.O.O.C(=O)([O-])[O-].[Na+].[Na+].Br[C:24]1[CH:25]=[N:26][CH:27]=[C:28]([Br:30])[CH:29]=1.[C:31](B1OC(C)(C)C(C)(C)O1)([CH3:33])=[CH2:32].